Predict the product of the given reaction. From a dataset of Forward reaction prediction with 1.9M reactions from USPTO patents (1976-2016). (1) Given the reactants Cl.[Br:2][C:3]1[CH:8]=[CH:7][C:6]([NH:9][NH2:10])=[CH:5][CH:4]=1.NC(N)=O.O.N.[CH3:17][N:18]1CCC[C:19]1=[O:23], predict the reaction product. The product is: [Br:2][C:3]1[CH:8]=[CH:7][C:6]([N:9]2[CH:17]=[N:18][C:19](=[O:23])[NH:10]2)=[CH:5][CH:4]=1. (2) Given the reactants [Br:1][C:2]1[C:7]([N+:8]([O-])=O)=[CH:6][CH:5]=[CH:4][C:3]=1[O:11][CH3:12].C(O)(=O)C.ClCCl, predict the reaction product. The product is: [Br:1][C:2]1[C:3]([O:11][CH3:12])=[CH:4][CH:5]=[CH:6][C:7]=1[NH2:8]. (3) Given the reactants Br[C:2]1[CH:3]=[C:4]([S:9]([N:12]2[CH2:17][CH2:16][O:15][CH2:14][CH2:13]2)(=[O:11])=[O:10])[C:5]([NH2:8])=[N:6][CH:7]=1.[N:18]1[CH:23]=[CH:22][C:21]([C:24]2[C:33]3[C:28](=[CH:29][CH:30]=[C:31](B4OC(C)(C)C(C)(C)O4)[CH:32]=3)[N:27]=[CH:26][CH:25]=2)=[CH:20][CH:19]=1.ClCCl.C([O-])([O-])=O.[K+].[K+], predict the reaction product. The product is: [N:12]1([S:9]([C:4]2[C:5]([NH2:8])=[N:6][CH:7]=[C:2]([C:31]3[CH:32]=[C:33]4[C:28](=[CH:29][CH:30]=3)[N:27]=[CH:26][CH:25]=[C:24]4[C:21]3[CH:22]=[CH:23][N:18]=[CH:19][CH:20]=3)[CH:3]=2)(=[O:11])=[O:10])[CH2:17][CH2:16][O:15][CH2:14][CH2:13]1.